This data is from Full USPTO retrosynthesis dataset with 1.9M reactions from patents (1976-2016). The task is: Predict the reactants needed to synthesize the given product. (1) Given the product [F:1][C:2]([F:15])([F:14])[S:3]([O:6][C:24]1[CH:25]=[CH:17][C:18]([CH2:26][CH:27]([CH3:28])[CH3:29])=[CH:19][C:23]=1[C:31]#[N:30])(=[O:5])=[O:4], predict the reactants needed to synthesize it. The reactants are: [F:1][C:2]([F:15])([F:14])[S:3]([O:6]S(C(F)(F)F)(=O)=O)(=[O:5])=[O:4].O[C:17]1[C:18]([CH2:26][CH:27]([CH3:29])[CH3:28])=[C:19]([CH:23]=[CH:24][CH:25]=1)C(N)=O.[N:30]1C=CC=C[CH:31]=1. (2) Given the product [Br:1][C:2]1[CH:3]=[C:4]([C:8](=[O:20])[C:9]([C:10]2[CH:11]=[CH:12][C:13]([OH:16])=[CH:14][CH:15]=2)=[O:17])[CH:5]=[CH:6][CH:7]=1, predict the reactants needed to synthesize it. The reactants are: [Br:1][C:2]1[CH:3]=[C:4]([C:8]#[C:9][C:10]2[CH:15]=[CH:14][C:13]([OH:16])=[CH:12][CH:11]=2)[CH:5]=[CH:6][CH:7]=1.[OH2:17].C([O:20]CC)C.